From a dataset of Catalyst prediction with 721,799 reactions and 888 catalyst types from USPTO. Predict which catalyst facilitates the given reaction. Reactant: [CH2:1]([O:8][N:9]([CH2:12][CH:13]1[CH:17]([CH2:18][CH2:19][CH2:20][CH3:21])[CH2:16][NH:15][C:14]1=[O:22])[CH:10]=[O:11])[C:2]1[CH:7]=[CH:6][CH:5]=[CH:4][CH:3]=1.C[Si]([N-][Si](C)(C)C)(C)C.[Li+].[C:33](Cl)(=[O:40])[C:34]1[CH:39]=[CH:38][CH:37]=[CH:36][CH:35]=1. Product: [CH2:1]([O:8][N:9]([CH2:12][CH:13]1[CH:17]([CH2:18][CH2:19][CH2:20][CH3:21])[CH2:16][N:15]([C:33]([C:34]2[CH:39]=[CH:38][CH:37]=[CH:36][CH:35]=2)=[O:40])[C:14]1=[O:22])[CH:10]=[O:11])[C:2]1[CH:7]=[CH:6][CH:5]=[CH:4][CH:3]=1. The catalyst class is: 1.